From a dataset of Full USPTO retrosynthesis dataset with 1.9M reactions from patents (1976-2016). Predict the reactants needed to synthesize the given product. (1) Given the product [Cl:21][C:18]1[CH:17]=[CH:16][C:15]([C:14]2[N:13]=[C:12]([C:22]([OH:24])=[O:23])[CH:11]=[N:10][C:9]=2[O:5][CH2:4][CH:1]2[CH2:3][CH2:2]2)=[CH:20][CH:19]=1, predict the reactants needed to synthesize it. The reactants are: [CH:1]1([CH2:4][OH:5])[CH2:3][CH2:2]1.[H-].[Na+].Br[C:9]1[N:10]=[CH:11][C:12]([C:22]([OH:24])=[O:23])=[N:13][C:14]=1[C:15]1[CH:20]=[CH:19][C:18]([Cl:21])=[CH:17][CH:16]=1.Cl. (2) Given the product [CH:13]1([NH:19][C:1](=[O:12])/[CH:2]=[CH:3]/[CH2:4][CH2:5][CH2:6][CH2:7][CH2:8][CH2:9][CH3:10])[CH2:18][CH2:17][CH2:16][CH2:15][CH2:14]1, predict the reactants needed to synthesize it. The reactants are: [C:1]([OH:12])(=O)/[CH:2]=[CH:3]/[CH2:4][CH2:5][CH2:6][CH2:7][CH2:8][CH2:9][CH3:10].[CH:13]1([NH2:19])[CH2:18][CH2:17][CH2:16][CH2:15][CH2:14]1. (3) Given the product [NH2:1][C:2]1[C:7]([C:8]([C:10]2[C:11]([O:26][CH3:27])=[C:12]([OH:18])[CH:13]=[C:14]([F:17])[C:15]=2[F:16])=[O:9])=[CH:6][N:5]=[C:4]([NH:28][CH:29]2[CH2:30][CH2:31][N:32]([S:35]([CH3:38])(=[O:36])=[O:37])[CH2:33][CH2:34]2)[N:3]=1, predict the reactants needed to synthesize it. The reactants are: [NH2:1][C:2]1[C:7]([C:8]([C:10]2[C:15]([F:16])=[C:14]([F:17])[CH:13]=[C:12]([O:18][Si](C(C)(C)C)(C)C)[C:11]=2[O:26][CH3:27])=[O:9])=[CH:6][N:5]=[C:4]([NH:28][CH:29]2[CH2:34][CH2:33][N:32]([S:35]([CH3:38])(=[O:37])=[O:36])[CH2:31][CH2:30]2)[N:3]=1.[F-].C([N+](CCCC)(CCCC)CCCC)CCC. (4) Given the product [F:33][C:21]([F:20])([F:32])[C:22]1[CH:23]=[CH:24][C:25]([S:28]([N:8]2[CH2:9][CH2:10][CH2:11][C:6]3([C:2](=[O:12])[O:3][CH2:4][CH2:5]3)[CH2:7]2)(=[O:30])=[O:29])=[CH:26][CH:27]=1, predict the reactants needed to synthesize it. The reactants are: Cl.[C:2]1(=[O:12])[C:6]2([CH2:11][CH2:10][CH2:9][NH:8][CH2:7]2)[CH2:5][CH2:4][O:3]1.C(N(CC)CC)C.[F:20][C:21]([F:33])([F:32])[C:22]1[CH:27]=[CH:26][C:25]([S:28](Cl)(=[O:30])=[O:29])=[CH:24][CH:23]=1. (5) Given the product [Cl:25][C:11]1[CH:12]=[C:13]([NH:16][C:17]2[CH:22]=[CH:21][C:20]([F:23])=[CH:19][C:18]=2[F:24])[CH:14]=[CH:15][C:10]=1[C:8]([C:6]1[CH:7]=[C:2]([NH:1][C:36]([NH:35][C:31]2[CH:32]=[CH:33][CH:34]=[C:29]([O:28][CH3:27])[CH:30]=2)=[O:37])[CH:3]=[CH:4][C:5]=1[CH3:26])=[O:9], predict the reactants needed to synthesize it. The reactants are: [NH2:1][C:2]1[CH:3]=[CH:4][C:5]([CH3:26])=[C:6]([C:8]([C:10]2[CH:15]=[CH:14][C:13]([NH:16][C:17]3[CH:22]=[CH:21][C:20]([F:23])=[CH:19][C:18]=3[F:24])=[CH:12][C:11]=2[Cl:25])=[O:9])[CH:7]=1.[CH3:27][O:28][C:29]1[CH:30]=[C:31]([N:35]=[C:36]=[O:37])[CH:32]=[CH:33][CH:34]=1. (6) Given the product [CH3:31][O:32][C:33]([C:35]1[O:36][C:37]([O:30][C:27]2[CH:26]=[CH:25][C:24]([C:21]3[CH:22]=[CH:23][C:18](/[CH:17]=[CH:16]/[C:11]4[N:12]([CH2:14][CH3:15])[CH:13]=[C:9]([C:3]5[CH:4]=[CH:5][C:6]([Cl:8])=[CH:7][C:2]=5[Cl:1])[N:10]=4)=[CH:19][CH:20]=3)=[CH:29][CH:28]=2)=[CH:38][CH:39]=1)=[O:34], predict the reactants needed to synthesize it. The reactants are: [Cl:1][C:2]1[CH:7]=[C:6]([Cl:8])[CH:5]=[CH:4][C:3]=1[C:9]1[N:10]=[C:11](/[CH:16]=[CH:17]/[C:18]2[CH:23]=[CH:22][C:21]([C:24]3[CH:29]=[CH:28][C:27]([OH:30])=[CH:26][CH:25]=3)=[CH:20][CH:19]=2)[N:12]([CH2:14][CH3:15])[CH:13]=1.[CH3:31][O:32][C:33]([C:35]1[O:36][C:37](Br)=[CH:38][CH:39]=1)=[O:34]. (7) Given the product [CH2:10]([C:22]1[N:16]([C:15]2[CH:17]=[CH:18][C:12]([O:11][C:2]3[CH:3]=[CH:4][C:5]4[C:10](=[CH:9][CH:8]=[CH:7][CH:6]=4)[CH:1]=3)=[CH:13][CH:14]=2)[CH:25]=[C:26]([C:28]2[CH:33]=[CH:32][C:31]([O:34][CH2:35][CH2:36][CH2:37][N:38]([CH2:41][CH3:42])[CH2:39][CH3:40])=[CH:30][CH:29]=2)[N:20]=1)[CH2:1][CH2:2][CH3:3], predict the reactants needed to synthesize it. The reactants are: [CH:1]1[C:10]2[C:5](=[CH:6][CH:7]=[CH:8][CH:9]=2)[CH:4]=[CH:3][C:2]=1[O:11][C:12]1[CH:18]=[CH:17][C:15]([NH2:16])=[CH:14][CH:13]=1.C[N:20]([CH:22]=O)C.Br[CH2:25][C:26]([C:28]1[CH:33]=[CH:32][C:31]([O:34][CH2:35][CH2:36][CH2:37][N:38]([CH2:41][CH3:42])[CH2:39][CH3:40])=[CH:30][CH:29]=1)=O.